Dataset: Catalyst prediction with 721,799 reactions and 888 catalyst types from USPTO. Task: Predict which catalyst facilitates the given reaction. (1) Reactant: [F:1][C:2]1[CH:22]=[CH:21][C:5]([C:6]([N:8]2[CH2:13][CH2:12][CH2:11][C@H:10]([C:14](N(OC)C)=[O:15])[C@@H:9]2[CH3:20])=[O:7])=[CH:4][CH:3]=1.[F:23][C:24]1[CH:29]=[CH:28][C:27]([Mg]Br)=[CH:26][CH:25]=1.C(OCC)C. Product: [F:1][C:2]1[CH:3]=[CH:4][C:5]([C:6]([N:8]2[CH2:13][CH2:12][CH2:11][C@H:10]([C:14](=[O:15])[C:27]3[CH:28]=[CH:29][C:24]([F:23])=[CH:25][CH:26]=3)[C@@H:9]2[CH3:20])=[O:7])=[CH:21][CH:22]=1. The catalyst class is: 7. (2) Reactant: Cl[CH2:2][C:3]1[CH:8]=[CH:7][N:6]=[C:5]([C:9]2[CH:14]=[C:13]([O:15][CH3:16])[C:12]([O:17][CH3:18])=[C:11]([O:19][CH3:20])[CH:10]=2)[CH:4]=1.[NH:21]1[CH2:26][CH2:25][NH:24][CH2:23][CH2:22]1.C(=O)([O-])[O-].[K+].[K+]. Product: [CH3:20][O:19][C:11]1[CH:10]=[C:9]([C:5]2[CH:4]=[C:3]([CH2:2][N:21]3[CH2:26][CH2:25][NH:24][CH2:23][CH2:22]3)[CH:8]=[CH:7][N:6]=2)[CH:14]=[C:13]([O:15][CH3:16])[C:12]=1[O:17][CH3:18]. The catalyst class is: 3. (3) Reactant: [CH3:1][O:2][CH2:3][N:4]1[C:8]2[CH:9]=[CH:10][C:11]([CH:13]([CH3:17])[C:14]([NH2:16])=O)=[CH:12][C:7]=2[S:6][C:5]1=[O:18].COC1C=CC(P2(SP(C3C=CC(OC)=CC=3)(=S)S2)=[S:28])=CC=1. Product: [CH3:1][O:2][CH2:3][N:4]1[C:8]2[CH:9]=[CH:10][C:11]([CH:13]([CH3:17])[C:14](=[S:28])[NH2:16])=[CH:12][C:7]=2[S:6][C:5]1=[O:18]. The catalyst class is: 7. (4) Reactant: [N:1]1([CH2:7][CH2:8][NH:9][C:10]2[C:19]([F:20])=[CH:18][CH:17]=[CH:16][C:11]=2[C:12](OC)=[O:13])[CH2:6][CH2:5][CH2:4][CH2:3][CH2:2]1.[H-].[H-].[H-].[H-].[Li+].[Al+3].[F-].[Na+].O. Product: [N:1]1([CH2:7][CH2:8][NH:9][C:10]2[C:19]([F:20])=[CH:18][CH:17]=[CH:16][C:11]=2[CH2:12][OH:13])[CH2:6][CH2:5][CH2:4][CH2:3][CH2:2]1. The catalyst class is: 28. (5) Product: [C:1]([C:5]1[CH:9]=[C:8]([CH2:10][NH2:12])[O:7][N:6]=1)([CH3:4])([CH3:2])[CH3:3]. Reactant: [C:1]([C:5]1[CH:9]=[C:8]([C:10]([NH2:12])=O)[O:7][N:6]=1)([CH3:4])([CH3:3])[CH3:2]. The catalyst class is: 1. (6) Reactant: [O:1]=[C:2]1[C:7]2[CH:8]=[CH:9][CH:10]=[CH:11][C:6]=2[S:5][C:4]([C:12]2[CH:17]=[C:16](/[CH:18]=[CH:19]/[C:20]([O:22]C(C)(C)C)=[O:21])[CH:15]=[CH:14][N:13]=2)=[N:3]1.C(OC(C)C)(C)C. Product: [O:1]=[C:2]1[C:7]2[CH:8]=[CH:9][CH:10]=[CH:11][C:6]=2[S:5][C:4]([C:12]2[CH:17]=[C:16](/[CH:18]=[CH:19]/[C:20]([OH:22])=[O:21])[CH:15]=[CH:14][N:13]=2)=[N:3]1. The catalyst class is: 55. (7) Reactant: [C:1]([C:4]1[CH:5]=[C:6]([NH:10][C:11]([NH:13][C:14]2[CH:19]=[CH:18][C:17]([O:20][CH3:21])=[C:16]([C:22]3[N:23]([CH3:28])[N:24]=[CH:25][C:26]=3[Br:27])[CH:15]=2)=[O:12])[CH:7]=[CH:8][CH:9]=1)(=[O:3])[CH3:2].[BH4-].[Na+].Cl.CCOC(C)=O. Product: [Br:27][C:26]1[CH:25]=[N:24][N:23]([CH3:28])[C:22]=1[C:16]1[CH:15]=[C:14]([NH:13][C:11]([NH:10][C:6]2[CH:7]=[CH:8][CH:9]=[C:4]([CH:1]([OH:3])[CH3:2])[CH:5]=2)=[O:12])[CH:19]=[CH:18][C:17]=1[O:20][CH3:21]. The catalyst class is: 8.